Dataset: Forward reaction prediction with 1.9M reactions from USPTO patents (1976-2016). Task: Predict the product of the given reaction. The product is: [Cl:5][C:6]1[CH:14]=[C:13]([Cl:15])[CH:12]=[CH:11][C:7]=1[C:8]([C:21]1[N:17]([CH3:16])[C:18]([CH2:22][C:23]#[N:24])=[CH:19][CH:20]=1)=[O:9]. Given the reactants [Cl-].[Al+3].[Cl-].[Cl-].[Cl:5][C:6]1[CH:14]=[C:13]([Cl:15])[CH:12]=[CH:11][C:7]=1[C:8](Cl)=[O:9].[CH3:16][N:17]1[CH:21]=[CH:20][CH:19]=[C:18]1[CH2:22][C:23]#[N:24].Cl, predict the reaction product.